Task: Regression. Given a peptide amino acid sequence and an MHC pseudo amino acid sequence, predict their binding affinity value. This is MHC class II binding data.. Dataset: Peptide-MHC class II binding affinity with 134,281 pairs from IEDB The peptide sequence is LGNIIQRLHGLSAFSLHSY. The MHC is DRB1_1501 with pseudo-sequence DRB1_1501. The binding affinity (normalized) is 0.